Dataset: Catalyst prediction with 721,799 reactions and 888 catalyst types from USPTO. Task: Predict which catalyst facilitates the given reaction. (1) Reactant: [CH3:1][C:2]1([OH:12])[CH2:11][CH2:10][C:5]2(OCC[O:6]2)[CH2:4][CH2:3]1.Cl.C([O-])([O-])=O.[K+].[K+]. Product: [OH:12][C:2]1([CH3:1])[CH2:11][CH2:10][C:5](=[O:6])[CH2:4][CH2:3]1. The catalyst class is: 1. (2) Reactant: C(N(CC)CC)C.Cl.[CH3:9][O:10][C:11](=[O:22])[C@H:12]([CH2:14][C:15]1[CH:20]=[CH:19][C:18]([OH:21])=[CH:17][CH:16]=1)[NH2:13].[Cl:23][C:24]1[CH:32]=[CH:31][CH:30]=[C:29]([Cl:33])[C:25]=1[C:26](Cl)=[O:27]. Product: [Cl:23][C:24]1[CH:32]=[CH:31][CH:30]=[C:29]([Cl:33])[C:25]=1[C:26]([NH:13][C@H:12]([C:11]([O:10][CH3:9])=[O:22])[CH2:14][C:15]1[CH:16]=[CH:17][C:18]([OH:21])=[CH:19][CH:20]=1)=[O:27]. The catalyst class is: 2.